Predict the reaction yield, written as a fraction of the theoretical maximum amount of product (1.0 means a 100% yield; for example, 0.34 means a 34% yield). From a dataset of Reaction yield outcomes from USPTO patents with 853,638 reactions. The reactants are [Br:1][C:2]1[C:7]([F:8])=[CH:6][C:5]([NH:9][N:10]=[C:11]([C:16](=[O:20])[CH2:17][O:18][CH3:19])[C:12]([O:14][CH3:15])=[O:13])=[C:4]([F:21])[CH:3]=1.[CH3:22]COC(C)=O.CO. The catalyst is COC(OC)N(C)C. The product is [Br:1][C:2]1[C:7]([F:8])=[CH:6][C:5]([N:9]2[CH:22]=[C:17]([O:18][CH3:19])[C:16](=[O:20])[C:11]([C:12]([O:14][CH3:15])=[O:13])=[N:10]2)=[C:4]([F:21])[CH:3]=1. The yield is 0.830.